The task is: Predict which catalyst facilitates the given reaction.. This data is from Catalyst prediction with 721,799 reactions and 888 catalyst types from USPTO. (1) Reactant: Br[C:2]1[CH:3]=[N:4][N:5]2[CH:10]=[CH:9][C:8]([N:11]3[C@@H:15]([C:16]4[CH:21]=[CH:20][C:19]([F:22])=[CH:18][CH:17]=4)[CH2:14][O:13][C:12]3=[O:23])=[N:7][C:6]=12.[C:24]([O:28][C:29]([C:31]1[CH:36]=[CH:35][C:34](B(O)O)=[CH:33][CH:32]=1)=[O:30])([CH3:27])([CH3:26])[CH3:25].C([O-])([O-])=O.[Na+].[Na+].C1(P(C2CCCCC2)C2C=CC=CC=2C2C(C(C)C)=CC(C(C)C)=CC=2C(C)C)CCCCC1. Product: [F:22][C:19]1[CH:20]=[CH:21][C:16]([C@H:15]2[CH2:14][O:13][C:12](=[O:23])[N:11]2[C:8]2[CH:9]=[CH:10][N:5]3[N:4]=[CH:3][C:2]([C:34]4[CH:35]=[CH:36][C:31]([C:29]([O:28][C:24]([CH3:25])([CH3:26])[CH3:27])=[O:30])=[CH:32][CH:33]=4)=[C:6]3[N:7]=2)=[CH:17][CH:18]=1. The catalyst class is: 62. (2) Reactant: [C:1]1([C:7]2[O:8][C:9]3[CH:15]=[C:14]([C:16](=[O:20])[CH2:17][CH2:18][CH3:19])[CH:13]=[CH:12][C:10]=3[N:11]=2)[CH:6]=[CH:5][CH:4]=[CH:3][CH:2]=1.[Br-:21].[Br-].[Br-].[NH+]1C=CC=CC=1.[NH+]1C=CC=CC=1.[NH+]1C=CC=CC=1.Br.C(=O)([O-])[O-].[K+].[K+]. Product: [Br:21][CH:17]([CH2:18][CH3:19])[C:16]([C:14]1[CH:13]=[CH:12][C:10]2[N:11]=[C:7]([C:1]3[CH:6]=[CH:5][CH:4]=[CH:3][CH:2]=3)[O:8][C:9]=2[CH:15]=1)=[O:20]. The catalyst class is: 86. (3) Reactant: [Br:1][C:2]1[C:3]([N:8](C(OCC(Cl)(Cl)Cl)=O)[C@H:9]([C:14]([O:16][CH2:17][C:18]2[CH:23]=[CH:22][C:21]([O:24][CH3:25])=[CH:20][CH:19]=2)=[O:15])[CH2:10][CH:11]([CH3:13])[CH3:12])=[N:4][N:5]([CH3:7])[CH:6]=1.OP([O-])(O)=O.[K+]. Product: [Br:1][C:2]1[C:3]([NH:8][C@H:9]([C:14]([O:16][CH2:17][C:18]2[CH:23]=[CH:22][C:21]([O:24][CH3:25])=[CH:20][CH:19]=2)=[O:15])[CH2:10][CH:11]([CH3:13])[CH3:12])=[N:4][N:5]([CH3:7])[CH:6]=1. The catalyst class is: 324. (4) Reactant: [F:1][C:2]([F:7])([F:6])[C:3]([OH:5])=[O:4].C([N:15]1[CH2:24][CH2:23][C:22]2[C:17](=[N:18][C:19]([N:29]3[CH2:34][CH2:33][CH:32]([O:35][C:36]4[CH:43]=[CH:42][C:39]([C:40]#[N:41])=[CH:38][C:37]=4[F:44])[CH2:31][CH2:30]3)=[C:20]([NH:25][CH:26]([CH3:28])[CH3:27])[N:21]=2)[CH2:16]1)C1C=CC=CC=1. Product: [F:44][C:37]1[CH:38]=[C:39]([CH:42]=[CH:43][C:36]=1[O:35][CH:32]1[CH2:31][CH2:30][N:29]([C:19]2[N:18]=[C:17]3[CH2:16][NH:15][CH2:24][CH2:23][C:22]3=[N:21][C:20]=2[NH:25][CH:26]([CH3:28])[CH3:27])[CH2:34][CH2:33]1)[C:40]#[N:41].[C:3]([OH:5])([C:2]([F:7])([F:6])[F:1])=[O:4]. The catalyst class is: 833. (5) Reactant: [Cl:1][C:2]1[CH:7]=[CH:6][C:5]([C:8]([C:10]2[CH:11]=[C:12]3[C:17](=[CH:18][CH:19]=2)[N:16]=[CH:15][N:14]=[C:13]3[NH:20][CH:21]2[CH2:26][CH2:25][N:24]([C:27]3[CH:32]=[CH:31][CH:30]=[CH:29][CH:28]=3)[CH2:23][CH2:22]2)=[O:9])=[CH:4][CH:3]=1.Br[Mg][C:35]1[CH:40]=[CH:39][C:38]([O:41][CH3:42])=[CH:37][CH:36]=1. Product: [Cl:1][C:2]1[CH:3]=[CH:4][C:5]([C:8]([C:35]2[CH:40]=[CH:39][C:38]([O:41][CH3:42])=[CH:37][CH:36]=2)([C:10]2[CH:11]=[C:12]3[C:17](=[CH:18][CH:19]=2)[N:16]=[CH:15][N:14]=[C:13]3[NH:20][CH:21]2[CH2:22][CH2:23][N:24]([C:27]3[CH:28]=[CH:29][CH:30]=[CH:31][CH:32]=3)[CH2:25][CH2:26]2)[OH:9])=[CH:6][CH:7]=1. The catalyst class is: 7. (6) Reactant: [C:1]([NH:18][CH2:19][CH2:20][C:21]([OH:23])=[O:22])([O:3][CH2:4][CH:5]1[C:17]2[C:12](=[CH:13][CH:14]=[CH:15][CH:16]=2)[C:11]2[C:6]1=[CH:7][CH:8]=[CH:9][CH:10]=2)=[O:2].[CH:24]1C=CC2N(O)N=NC=2[CH:29]=1.C(Cl)CCl.CCN(C(C)C)C(C)C. Product: [C:1]([NH:18][CH2:19][CH2:20][C:21]([OH:23])=[O:22])([O:3][CH2:4][CH:5]1[C:6]2[C:11](=[CH:10][CH:9]=[CH:8][CH:7]=2)[C:12]2[C:17]1=[CH:16][CH:15]=[CH:14][CH:13]=2)=[O:2].[CH2:24]([O:23][C:21](=[O:22])[CH2:20][CH2:19][NH2:18])[CH3:29]. The catalyst class is: 2.